Dataset: Reaction yield outcomes from USPTO patents with 853,638 reactions. Task: Predict the reaction yield, written as a fraction of the theoretical maximum amount of product (1.0 means a 100% yield; for example, 0.34 means a 34% yield). (1) The reactants are [CH3:1][O:2][C:3]1[CH:4]=[C:5]([Mg]Br)[CH:6]=[CH:7][C:8]=1[O:9][CH3:10].[C:13]1(=[O:23])[O:18][C:16](=[O:17])[C@H:15]2[CH2:19][CH:20]=[CH:21][CH2:22][C@@H:14]12. The catalyst is C1COCC1.C(Cl)Cl. The product is [CH3:1][O:2][C:3]1[CH:4]=[C:5]([CH:6]=[CH:7][C:8]=1[O:9][CH3:10])[C:13]([CH:14]1[CH:15]([C:16]([OH:18])=[O:17])[CH2:19][CH:20]=[CH:21][CH2:22]1)=[O:23]. The yield is 0.100. (2) The product is [CH3:24][O:23][CH2:22][CH2:21][N:16]1[CH2:15][C:14]2([CH2:25][CH2:26][N:11]([S:8]([C:5]3[CH:6]=[CH:7][C:2]([C:35]4[CH:44]=[C:43]5[C:38]([CH:39]=[CH:40][CH:41]=[N:42]5)=[CH:37][CH:36]=4)=[CH:3][CH:4]=3)(=[O:10])=[O:9])[CH2:12][CH2:13]2)[O:19][CH2:18][C:17]1=[O:20]. The yield is 0.620. The catalyst is O1CCOCC1.O.C1C=CC(P(C2C=CC=CC=2)[C-]2C=CC=C2)=CC=1.C1C=CC(P(C2C=CC=CC=2)[C-]2C=CC=C2)=CC=1.Cl[Pd]Cl.[Fe+2].C(Cl)Cl. The reactants are Br[C:2]1[CH:7]=[CH:6][C:5]([S:8]([N:11]2[CH2:26][CH2:25][C:14]3([O:19][CH2:18][C:17](=[O:20])[N:16]([CH2:21][CH2:22][O:23][CH3:24])[CH2:15]3)[CH2:13][CH2:12]2)(=[O:10])=[O:9])=[CH:4][CH:3]=1.CC1(C)C(C)(C)OB([C:35]2[CH:44]=[C:43]3[C:38]([CH:39]=[CH:40][CH:41]=[N:42]3)=[CH:37][CH:36]=2)O1.C(=O)([O-])[O-].[K+].[K+]. (3) The reactants are [C:1]([C:3]1[CH:4]=[C:5]([CH:9]=[CH:10][C:11]=1[O:12][CH2:13][CH3:14])[C:6]([OH:8])=O)#[N:2].C1C=CC2N(O)N=NC=2C=1.CCN=C=NCCCN(C)C.O[N:37]=[C:38]([C:40]1[C:41]2[CH2:42][CH2:43][CH:44]([OH:49])[C:45]=2[CH:46]=[CH:47][CH:48]=1)[NH2:39].[Na+].[Cl-]. The catalyst is CN(C=O)C. The product is [CH2:13]([O:12][C:11]1[CH:10]=[CH:9][C:5]([C:6]2[O:8][N:39]=[C:38]([C:40]3[CH:48]=[CH:47][CH:46]=[C:45]4[C:41]=3[CH2:42][CH2:43][CH:44]4[OH:49])[N:37]=2)=[CH:4][C:3]=1[C:1]#[N:2])[CH3:14]. The yield is 0.790. (4) The reactants are [CH3:1][C:2]([C:6]1[NH:7][C:8]2[C:13]([CH:14]=1)=[CH:12][C:11]([N+:15]([O-:17])=[O:16])=[CH:10][CH:9]=2)([CH3:5])[CH2:3][NH2:4].CCN(CC)CC.[C:25](O[C:25]([O:27][C:28]([CH3:31])([CH3:30])[CH3:29])=[O:26])([O:27][C:28]([CH3:31])([CH3:30])[CH3:29])=[O:26].O. The catalyst is C1COCC1. The product is [CH3:5][C:2]([C:6]1[NH:7][C:8]2[C:13]([CH:14]=1)=[CH:12][C:11]([N+:15]([O-:17])=[O:16])=[CH:10][CH:9]=2)([CH3:1])[CH2:3][NH:4][C:25](=[O:26])[O:27][C:28]([CH3:31])([CH3:30])[CH3:29]. The yield is 0.670. (5) The reactants are Br[C:2]1[CH:7]=[CH:6][C:5]([F:8])=[CH:4][CH:3]=1.[C:9]([O:13][CH3:14])(=[O:12])[CH:10]=[CH2:11].C1(N(C)C2CCCCC2)CCCCC1. The catalyst is [Cl-].C([N+](CC)(CC)CC)C.CC(N(C)C)=O.C([O-])(=O)C.[Pd+2].C([O-])(=O)C. The product is [F:8][C:5]1[CH:6]=[CH:7][C:2](/[CH:11]=[CH:10]/[C:9]([O:13][CH3:14])=[O:12])=[CH:3][CH:4]=1. The yield is 0.910. (6) The reactants are NC([C:4]1[CH:9]=[C:8]([O:10][C:11]2[C:16]([F:17])=[CH:15][C:14]([NH:18][C:19]([C:21]3([C:24]([O:26][CH2:27][C:28]4[CH:33]=[CH:32][CH:31]=[CH:30][CH:29]=4)=[O:25])[CH2:23][CH2:22]3)=[O:20])=[C:13]([F:34])[CH:12]=2)[CH:7]=[CH:6][N:5]=1)=O.O.C(O)(=O)C.C(O)(=O)C.IC1C=CC=CC=1.C[N:52](C)C=O. No catalyst specified. The product is [NH2:52][C:4]1[CH:9]=[C:8]([O:10][C:11]2[C:16]([F:17])=[CH:15][C:14]([NH:18][C:19]([C:21]3([C:24]([O:26][CH2:27][C:28]4[CH:33]=[CH:32][CH:31]=[CH:30][CH:29]=4)=[O:25])[CH2:22][CH2:23]3)=[O:20])=[C:13]([F:34])[CH:12]=2)[CH:7]=[CH:6][N:5]=1. The yield is 0.830. (7) The reactants are [I-].[Na+].Br[CH2:4][CH2:5][CH2:6][O:7][C:8]1[CH:9]=[C:10]2[C:15](=[CH:16][C:17]=1[O:18][CH3:19])[C:14](=[O:20])[N:13]([CH2:21][CH2:22][CH2:23][N:24]1[CH2:29][CH2:28][O:27][CH2:26][CH2:25]1)[C:12]1[C:30]3[CH:31]=[C:32]4[O:40][CH2:39][O:38][C:33]4=[CH:34][C:35]=3[C:36](=[O:37])[C:11]2=1.[CH3:41][NH:42][CH3:43]. The catalyst is O1CCOCC1.C(Cl)(Cl)Cl. The product is [CH3:41][N:42]([CH3:43])[CH2:4][CH2:5][CH2:6][O:7][C:8]1[CH:9]=[C:10]2[C:15](=[CH:16][C:17]=1[O:18][CH3:19])[C:14](=[O:20])[N:13]([CH2:21][CH2:22][CH2:23][N:24]1[CH2:29][CH2:28][O:27][CH2:26][CH2:25]1)[C:12]1[C:30]3[CH:31]=[C:32]4[O:40][CH2:39][O:38][C:33]4=[CH:34][C:35]=3[C:36](=[O:37])[C:11]2=1. The yield is 0.470. (8) The reactants are [Br:1][C:2]1[CH:7]=[C:6]([CH2:8][C:9]([C:11]2[CH:16]=[CH:15][CH:14]=[C:13]([CH3:17])[N:12]=2)=O)[CH:5]=[CH:4][N:3]=1.[NH2:18][C:19]1[CH:24]=[CH:23][CH:22]=[CH:21][N:20]=1. No catalyst specified. The product is [Br:1][C:2]1[CH:7]=[C:6]([C:8]2[N:20]3[CH:21]=[CH:22][CH:23]=[CH:24][C:19]3=[N:18][C:9]=2[C:11]2[CH:16]=[CH:15][CH:14]=[C:13]([CH3:17])[N:12]=2)[CH:5]=[CH:4][N:3]=1. The yield is 0.580.